Task: Predict the reaction yield, written as a fraction of the theoretical maximum amount of product (1.0 means a 100% yield; for example, 0.34 means a 34% yield).. Dataset: Reaction yield outcomes from USPTO patents with 853,638 reactions (1) The product is [C:15]1([S:21][C:3]2[C:4](=[O:5])[NH:6][C:7](=[O:8])[C:2]=2[S:21][C:15]2[CH:20]=[CH:19][CH:18]=[CH:17][CH:16]=2)[CH:20]=[CH:19][CH:18]=[CH:17][CH:16]=1. The reactants are Br[C:2]1[C:7](=[O:8])[NH:6][C:4](=[O:5])[C:3]=1Br.C(=O)([O-])O.[Na+].[C:15]1([SH:21])[CH:20]=[CH:19][CH:18]=[CH:17][CH:16]=1. The catalyst is CO. The yield is 0.750. (2) The reactants are [OH:1][CH:2]1[CH2:7][CH2:6][N:5]([C:8]([O:10][C:11]([CH3:14])([CH3:13])[CH3:12])=[O:9])[CH2:4][CH2:3]1.[H-].[Na+].Cl.[Br:18][C:19]1[CH:20]=[C:21]2[S:27][C:26](Cl)=[N:25][C:22]2=[N:23][CH:24]=1.[Na]. The catalyst is CN(C=O)C. The product is [Br:18][C:19]1[CH:20]=[C:21]2[S:27][C:26]([O:1][CH:2]3[CH2:3][CH2:4][N:5]([C:8]([O:10][C:11]([CH3:14])([CH3:13])[CH3:12])=[O:9])[CH2:6][CH2:7]3)=[N:25][C:22]2=[N:23][CH:24]=1. The yield is 0.210. (3) The reactants are B(Br)(Br)Br.[CH2:5]([N:12]1[C:24]2[CH:23]=[C:22]3[CH:25]=[CH:26][CH:27]=[CH:28][C:21]3=[C:20]([O:29]C)[C:19]=2[C:18]2[C:17]([C:31]([O:33][CH3:34])=[O:32])=[CH:16][CH:15]=[CH:14][C:13]1=2)[C:6]1[CH:11]=[CH:10][CH:9]=[CH:8][CH:7]=1. The catalyst is C(Cl)Cl. The product is [CH2:5]([N:12]1[C:24]2[CH:23]=[C:22]3[CH:25]=[CH:26][CH:27]=[CH:28][C:21]3=[C:20]([OH:29])[C:19]=2[C:18]2[C:17]([C:31]([O:33][CH3:34])=[O:32])=[CH:16][CH:15]=[CH:14][C:13]1=2)[C:6]1[CH:11]=[CH:10][CH:9]=[CH:8][CH:7]=1. The yield is 0.470. (4) The reactants are [C:1](OCC)(OCC)([O:3][CH2:4][CH3:5])[CH3:2].[C:12](#[N:16])[CH2:13][C:14]#[N:15].C(O)(=O)C. The catalyst is C(O)C. The product is [CH2:1]([O:3][C:4](=[C:13]([C:12]#[N:16])[C:14]#[N:15])[CH3:5])[CH3:2]. The yield is 0.940. (5) The reactants are [NH2:1][C:2]1[CH:7]=[CH:6][C:5]([OH:8])=[CH:4][CH:3]=1.CC(C)([O-])C.[K+].Cl[C:16]1[CH:21]=[CH:20][N:19]=[C:18]([C:22]([NH:24][CH3:25])=[O:23])[CH:17]=1.C([O-])([O-])=O.[K+].[K+]. The catalyst is CN(C=O)C. The product is [CH3:25][NH:24][C:22]([C:18]1[CH:17]=[C:16]([O:8][C:5]2[CH:6]=[CH:7][C:2]([NH2:1])=[CH:3][CH:4]=2)[CH:21]=[CH:20][N:19]=1)=[O:23]. The yield is 0.840. (6) The reactants are [F:1][C:2]1[CH:7]=[CH:6][C:5]([C:8]2[N:12]([S:13]([C:16]3[CH:21]=[CH:20][CH:19]=[CH:18][CH:17]=3)(=[O:15])=[O:14])[C:11]([CH3:22])=[C:10]([C:23](OCC)=[O:24])[CH:9]=2)=[CH:4][CH:3]=1.C1(C)C=CC=CC=1.[H-].C([Al+]CC(C)C)C(C)C.Cl. The catalyst is O1CCCC1.C(OCC)(=O)C. The product is [F:1][C:2]1[CH:3]=[CH:4][C:5]([C:8]2[N:12]([S:13]([C:16]3[CH:21]=[CH:20][CH:19]=[CH:18][CH:17]=3)(=[O:15])=[O:14])[C:11]([CH3:22])=[C:10]([CH2:23][OH:24])[CH:9]=2)=[CH:6][CH:7]=1. The yield is 0.450. (7) The reactants are Br[C:2]1[CH:3]=[C:4]([C:12]([O:14][CH3:15])=[O:13])[CH:5]=[C:6]([CH:11]=1)[C:7]([O:9][CH3:10])=[O:8].[CH:16]#[C:17][C:18]1[CH:23]=[CH:22][CH:21]=[CH:20][CH:19]=1.C(N(CC)CC)C.N1C=CC=CC=1. The catalyst is [Cu](I)I.Cl[Pd](Cl)([P](C1C=CC=CC=1)(C1C=CC=CC=1)C1C=CC=CC=1)[P](C1C=CC=CC=1)(C1C=CC=CC=1)C1C=CC=CC=1.C1(P(C2C=CC=CC=2)C2C=CC=CC=2)C=CC=CC=1.O. The product is [C:18]1([C:17]#[C:16][C:2]2[CH:3]=[C:4]([C:12]([O:14][CH3:15])=[O:13])[CH:5]=[C:6]([CH:11]=2)[C:7]([O:9][CH3:10])=[O:8])[CH:23]=[CH:22][CH:21]=[CH:20][CH:19]=1. The yield is 0.750. (8) The reactants are [C:1]([O:5][C:6]([N:8]1[CH2:13][CH2:12][N:11]([C:14]2[C:19]([NH2:20])=[C:18](Cl)[N:17]=[CH:16][N:15]=2)[CH2:10][CH2:9]1)=[O:7])([CH3:4])([CH3:3])[CH3:2].[Si:22]([C:26]#[CH:27])([CH3:25])([CH3:24])[CH3:23]. The catalyst is C1COCC1.Cl[Pd](Cl)([P](C1C=CC=CC=1)(C1C=CC=CC=1)C1C=CC=CC=1)[P](C1C=CC=CC=1)(C1C=CC=CC=1)C1C=CC=CC=1.[Cu]I. The product is [C:1]([O:5][C:6]([N:8]1[CH2:13][CH2:12][N:11]([C:14]2[C:19]([NH2:20])=[C:18]([C:27]#[C:26][Si:22]([CH3:25])([CH3:24])[CH3:23])[N:17]=[CH:16][N:15]=2)[CH2:10][CH2:9]1)=[O:7])([CH3:4])([CH3:3])[CH3:2]. The yield is 0.250. (9) The reactants are [Cl:1][C:2]1[C:3]2[C@H:10]([CH3:11])[CH2:9][CH2:8][C:4]=2[N:5]=[CH:6][N:7]=1.C1C=C(Cl)C=C(C(OO)=[O:20])C=1.[O-]S([O-])(=S)=O.[Na+].[Na+].C([O-])([O-])=O.[Na+].[Na+]. The catalyst is C(Cl)(Cl)Cl.O. The product is [Cl:1][C:2]1[N:7]=[CH:6][N+:5]([O-:20])=[C:4]2[CH2:8][CH2:9][C@@H:10]([CH3:11])[C:3]=12. The yield is 0.530.